From a dataset of Experimentally validated miRNA-target interactions with 360,000+ pairs, plus equal number of negative samples. Binary Classification. Given a miRNA mature sequence and a target amino acid sequence, predict their likelihood of interaction. (1) The miRNA is hsa-miR-5704 with sequence UUAGGCCAUCAUCCCAUUAUGC. The protein sequence of the target gene is MLCCMRRTKQVEKNDEDQKIEQDGVKPEDKAHKAATKIQASFRGHITRKKLKGEKKGDAPAAEAEAKEKDDAPVADGVEKKEGDGSATTDAAPATSPKAEEPSKAGDAPSEEKKGEGDAAPSEEKAGSAETESAAKATTDNSPSSKAEDGPAKEEPKQADVPAAVTDAAATTPAAEDAATKAAQPPTETAESSQAEEEKDAVDEAKPKESARQDEGKEDPEADQEHA. Result: 0 (no interaction). (2) The miRNA is hsa-miR-4704-3p with sequence UCAGUCACAUAUCUAGUGUCUA. The protein sequence of the target gene is MSKLKVIPEKSLTNNSRIVGLLAQLEKINAEPSESDTARYVTSKILHLAQSQEKTRREMTAKGSTGMEILLSTLENTKDLQTTLNILSILVELVSAGGGRRVSFLVTKGGSQILLQLLMNASKESPPHEDLMVQIHSILAKIGPKDKKFGVKARINGALNITLNLVKQNLQNHRLVLPCLQLLRVYSANSVNSVSLGKNGVVELMFKIIGPFSKKNSSLIKVALDTLAALLKSKTNARRAVDRGYVQVLLTIYVDWHRHDNRHRNMLIRKGILQSLKSVTNIKLGRKAFIDANGMKILYN.... Result: 0 (no interaction).